From a dataset of Catalyst prediction with 721,799 reactions and 888 catalyst types from USPTO. Predict which catalyst facilitates the given reaction. (1) Reactant: [N:1]1([C:6]2[CH:7]=[C:8]3[C:13](=[CH:14][CH:15]=2)[N:12]=[C:11]([C:16]2[CH:21]=[CH:20][CH:19]=[CH:18][CH:17]=2)[N:10]=[CH:9]3)[CH:5]=[CH:4][N:3]=[CH:2]1.[C:22]([OH:27])(=[O:26])[C:23]([OH:25])=[O:24]. Product: [C:22]([OH:27])(=[O:26])[C:23]([OH:25])=[O:24].[N:1]1([C:6]2[CH:7]=[C:8]3[C:13](=[CH:14][CH:15]=2)[N:12]=[C:11]([C:16]2[CH:21]=[CH:20][CH:19]=[CH:18][CH:17]=2)[N:10]=[CH:9]3)[CH:5]=[CH:4][N:3]=[CH:2]1. The catalyst class is: 14. (2) Reactant: C(OC(=O)[NH:7][C@H:8]1[CH2:12][C:11](=[O:13])[N:10]([C@H:14]2[CH2:19][CH2:18][C@@H:17]([N:20]([CH:22]([CH3:24])[CH3:23])[CH3:21])[CH2:16][C@H:15]2[CH2:25][S:26]([C:29]2[CH:34]=[CH:33][CH:32]=[CH:31][CH:30]=2)(=[O:28])=[O:27])[C:9]1=[O:35])(C)(C)C.C(O)(C(F)(F)F)=O. Product: [NH2:7][C@H:8]1[CH2:12][C:11](=[O:13])[N:10]([C@H:14]2[CH2:19][CH2:18][C@@H:17]([N:20]([CH:22]([CH3:23])[CH3:24])[CH3:21])[CH2:16][C@H:15]2[CH2:25][S:26]([C:29]2[CH:30]=[CH:31][CH:32]=[CH:33][CH:34]=2)(=[O:28])=[O:27])[C:9]1=[O:35]. The catalyst class is: 2. (3) Reactant: [Br:1][C:2]1[S:3][C:4]2[CH:10]=[C:9]([C:11](OC)=[O:12])[CH:8]=[C:7]([F:15])[C:5]=2[N:6]=1.CC(C[Al]CC(C)C)C. Product: [Br:1][C:2]1[S:3][C:4]2[CH:10]=[C:9]([CH2:11][OH:12])[CH:8]=[C:7]([F:15])[C:5]=2[N:6]=1. The catalyst class is: 247. (4) Reactant: [CH2:1]([O:3][C@H:4]([C:17]([O:19][CH2:20][CH3:21])=[O:18])[CH2:5][C:6]1[CH:16]=[CH:15][C:9]([O:10][CH2:11][C:12]([OH:14])=O)=[CH:8][CH:7]=1)[CH3:2].[CH2:22]([NH:29][CH2:30][C:31]1[N:32]([CH3:40])[C:33]2[C:38]([CH:39]=1)=[CH:37][CH:36]=[CH:35][CH:34]=2)[CH2:23][CH2:24][CH2:25][CH2:26][CH2:27][CH3:28].Cl.C(N=C=NCCCN(C)C)C. Product: [CH2:1]([O:3][C@@H:4]([CH2:5][C:6]1[CH:7]=[CH:8][C:9]([O:10][CH2:11][C:12]([N:29]([CH2:22][CH2:23][CH2:24][CH2:25][CH2:26][CH2:27][CH3:28])[CH2:30][C:31]2[N:32]([CH3:40])[C:33]3[C:38]([CH:39]=2)=[CH:37][CH:36]=[CH:35][CH:34]=3)=[O:14])=[CH:15][CH:16]=1)[C:17]([O:19][CH2:20][CH3:21])=[O:18])[CH3:2]. The catalyst class is: 64. (5) Reactant: [CH:1]([C:3]1[O:11][C:10]2[C:9]([C:12]([NH:14][C:15]3[CH:20]=[CH:19][CH:18]=[CH:17][C:16]=3[O:21][CH3:22])=[O:13])=[CH:8][N:7]=[CH:6][C:5]=2[CH:4]=1)=O.[CH2:23]1[S:29][C:27](=[O:28])[NH:26][C:24]1=[O:25].NCCC(O)=O. Product: [O:28]=[C:27]1[NH:26][C:24](=[O:25])/[C:23](=[CH:1]/[C:3]2[O:11][C:10]3[C:9]([C:12]([NH:14][C:15]4[CH:20]=[CH:19][CH:18]=[CH:17][C:16]=4[O:21][CH3:22])=[O:13])=[CH:8][N:7]=[CH:6][C:5]=3[CH:4]=2)/[S:29]1. The catalyst class is: 15. (6) Reactant: [Cl:1][C:2]1[CH:17]=[CH:16][CH:15]=[CH:14][C:3]=1[CH2:4][N:5]1[CH2:10][CH2:9][CH:8]2[S:11][CH:12]=[CH:13][CH:7]2[CH2:6]1.[Cl:18][CH2:19][C:20](Cl)=[O:21].[Cl-].[Al+3].[Cl-].[Cl-]. Product: [Cl:18][CH2:19][C:20]([C:12]1[S:11][CH:8]2[CH:7]([CH2:6][N:5]([CH2:4][C:3]3[CH:14]=[CH:15][CH:16]=[CH:17][C:2]=3[Cl:1])[CH2:10][CH2:9]2)[CH:13]=1)=[O:21]. The catalyst class is: 2.